This data is from Reaction yield outcomes from USPTO patents with 853,638 reactions. The task is: Predict the reaction yield, written as a fraction of the theoretical maximum amount of product (1.0 means a 100% yield; for example, 0.34 means a 34% yield). (1) The reactants are [CH:1]1([CH:7](O)[C:8]2[CH:9]=[C:10]([C:14]3[CH:15]=[C:16]([CH:20]=[CH:21][CH:22]=3)[C:17]([NH2:19])=[O:18])[O:11][C:12]=2[CH3:13])[CH2:6][CH2:5][CH2:4][CH2:3][CH2:2]1.[NH2:24][C:25]1[CH:30]=[CH:29][C:28]([C:31]([N:33]([CH3:41])[CH2:34][CH2:35][C:36]([O:38]CC)=[O:37])=[O:32])=[CH:27][CH:26]=1.C(=O)([O-])[O-].[Na+].[Na+].[I-].[Na+]. The catalyst is CN(C)C(=O)C.O. The product is [C:17]([C:16]1[CH:15]=[C:14]([C:10]2[O:11][C:12]([CH3:13])=[C:8]([CH:7]([NH:24][C:25]3[CH:26]=[CH:27][C:28]([C:31]([N:33]([CH3:41])[CH2:34][CH2:35][C:36]([OH:38])=[O:37])=[O:32])=[CH:29][CH:30]=3)[CH:1]3[CH2:6][CH2:5][CH2:4][CH2:3][CH2:2]3)[CH:9]=2)[CH:22]=[CH:21][CH:20]=1)(=[O:18])[NH2:19]. The yield is 0.540. (2) The reactants are [CH3:1][C:2]1[N:7]=[CH:6][C:5]([CH2:8][O:9][C:10]2[CH:15]=[CH:14][N:13]([C:16]3[CH:21]=[CH:20][C:19]4[C:22]5[CH2:27][CH2:26][N:25](C(OC(C)(C)C)=O)[CH2:24][C:23]=5[S:35][C:18]=4[CH:17]=3)[C:12](=[O:36])[CH:11]=2)=[CH:4][CH:3]=1.[ClH:37]. No catalyst specified. The product is [ClH:37].[CH3:1][C:2]1[N:7]=[CH:6][C:5]([CH2:8][O:9][C:10]2[CH:15]=[CH:14][N:13]([C:16]3[CH:21]=[CH:20][C:19]4[C:22]5[CH2:27][CH2:26][NH:25][CH2:24][C:23]=5[S:35][C:18]=4[CH:17]=3)[C:12](=[O:36])[CH:11]=2)=[CH:4][CH:3]=1. The yield is 0.700. (3) The reactants are [Br:1][C:2]1[CH:3]=[CH:4][C:5]2[O:9][CH:8]=[C:7]([C:10]([O:12][CH3:13])=[O:11])[C:6]=2[CH:14]=1.[Mg].Cl. The catalyst is CO. The product is [Br:1][C:2]1[CH:3]=[CH:4][C:5]2[O:9][CH2:8][CH:7]([C:10]([O:12][CH3:13])=[O:11])[C:6]=2[CH:14]=1. The yield is 1.00. (4) The reactants are CO[C:3]([C:5]1[N:6]([CH2:31][CH:32]=O)[CH:7]=[C:8]([C:20](=[O:30])[NH:21][CH2:22][C:23]2[CH:28]=[CH:27][C:26]([F:29])=[CH:25][CH:24]=2)[C:9](=[O:19])[C:10]=1[O:11]CC1C=CC=CC=1)=[O:4].Cl.Cl.[NH2:36][C@@H:37]([CH3:45])[CH2:38][CH2:39][NH:40][CH2:41][CH2:42][O:43][CH3:44]. The catalyst is CO.ClCCl. The product is [F:29][C:26]1[CH:25]=[CH:24][C:23]([CH2:22][NH:21][C:20]([C:8]2[C:9](=[O:19])[C:10]([OH:11])=[C:5]3[C:3](=[O:4])[N:36]4[C@@H:37]([CH3:45])[CH2:38][CH2:39][N:40]([CH2:41][CH2:42][O:43][CH3:44])[C@@H:32]4[CH2:31][N:6]3[CH:7]=2)=[O:30])=[CH:28][CH:27]=1. The yield is 0.600. (5) The reactants are [CH:1]1[C:13]2[CH:12]([CH2:14][O:15][C:16]([NH:18][C@@H:19]3[CH2:23][N:22](C(OC(C)(C)C)=O)[C@H:21]([C:31](=[O:43])[NH:32][C@H:33]4[C:42]5[C:37](=[CH:38][CH:39]=[CH:40][CH:41]=5)[CH2:36][CH2:35][CH2:34]4)[CH2:20]3)=[O:17])[C:11]3[C:6](=[CH:7][CH:8]=[CH:9][CH:10]=3)[C:5]=2[CH:4]=[CH:3][CH:2]=1.C(O)(C(F)(F)F)=O. The catalyst is C(Cl)Cl. The product is [C@H:33]1([NH:32][C:31]([C@H:21]2[NH:22][CH2:23][C@@H:19]([NH:18][C:16](=[O:17])[O:15][CH2:14][CH:12]3[C:11]4[CH:10]=[CH:9][CH:8]=[CH:7][C:6]=4[C:5]4[C:13]3=[CH:1][CH:2]=[CH:3][CH:4]=4)[CH2:20]2)=[O:43])[C:42]2[C:37](=[CH:38][CH:39]=[CH:40][CH:41]=2)[CH2:36][CH2:35][CH2:34]1. The yield is 1.00. (6) The reactants are [N:1]1([C:7]([O:9][C:10]([CH3:13])([CH3:12])[CH3:11])=[O:8])[CH2:6][CH2:5][NH:4][CH2:3][CH2:2]1.C(=O)([O-])[O-].[K+].[K+].[Cl:20][C:21]1[CH:26]=[C:25]([CH2:27]Cl)[CH:24]=[C:23]([Cl:29])[CH:22]=1. The catalyst is CN(C)C=O.C(OCC)(=O)C. The product is [Cl:20][C:21]1[CH:26]=[C:25]([CH:24]=[C:23]([Cl:29])[CH:22]=1)[CH2:27][N:4]1[CH2:5][CH2:6][N:1]([C:7]([O:9][C:10]([CH3:13])([CH3:12])[CH3:11])=[O:8])[CH2:2][CH2:3]1. The yield is 0.730. (7) The catalyst is CO. The yield is 0.850. The product is [C:1]([NH:8][S:9]([C:12]1([C:15]#[CH:16])[CH2:14][CH2:13]1)(=[O:10])=[O:11])([O:3][C:4]([CH3:7])([CH3:6])[CH3:5])=[O:2]. The reactants are [C:1]([NH:8][S:9]([C:12]1([CH2:15][CH2:16]O)[CH2:14][CH2:13]1)(=[O:11])=[O:10])([O:3][C:4]([CH3:7])([CH3:6])[CH3:5])=[O:2].C([O-])([O-])=O.[K+].[K+].C/C(/[O-])=C(/P(OC)(OC)=O)\[N+]#N. (8) The reactants are [S:1]1[CH:5]=[CH:4][CH:3]=[C:2]1[CH2:6][NH:7][C:8]1[S:9][CH2:10][C:11](=[O:13])[N:12]=1.C(O[Na])(C)=O.[CH:19]([C:21]1[N:22]=[C:23]2[C:28](=[CH:29][CH:30]=1)[N:27]=[CH:26][C:25]([C:31]#[N:32])=[C:24]2[O:33][CH:34]([CH3:36])[CH3:35])=O. The catalyst is CC(O)=O. The product is [CH:34]([O:33][C:24]1[C:23]2[C:28](=[CH:29][CH:30]=[C:21]([CH:19]=[C:10]3[S:9][C:8]([NH:7][CH2:6][C:2]4[S:1][CH:5]=[CH:4][CH:3]=4)=[N:12][C:11]3=[O:13])[N:22]=2)[N:27]=[CH:26][C:25]=1[C:31]#[N:32])([CH3:36])[CH3:35]. The yield is 0.508. (9) The reactants are [F:1][C:2]1[CH:7]=[CH:6][C:5]([N:8]2[C:12]3([CH2:17][CH2:16][NH:15][CH2:14][CH2:13]3)[C:11](=[O:18])[N:10]([CH2:19][C:20]3[CH:21]=[C:22]([CH:30]=[CH:31][CH:32]=3)[C:23]([O:25][C:26]([CH3:29])([CH3:28])[CH3:27])=[O:24])[CH2:9]2)=[CH:4][CH:3]=1.Cl[CH2:34][CH2:35][CH2:36][C:37]([C:39]1[CH:44]=[CH:43][CH:42]=[CH:41][CH:40]=1)=[O:38].[I-].[Na+].C(=O)([O-])[O-].[K+].[K+]. The catalyst is CC(=O)CC. The product is [F:1][C:2]1[CH:3]=[CH:4][C:5]([N:8]2[C:12]3([CH2:13][CH2:14][N:15]([CH2:34][CH2:35][CH2:36][C:37](=[O:38])[C:39]4[CH:44]=[CH:43][CH:42]=[CH:41][CH:40]=4)[CH2:16][CH2:17]3)[C:11](=[O:18])[N:10]([CH2:19][C:20]3[CH:21]=[C:22]([CH:30]=[CH:31][CH:32]=3)[C:23]([O:25][C:26]([CH3:27])([CH3:28])[CH3:29])=[O:24])[CH2:9]2)=[CH:6][CH:7]=1. The yield is 0.460. (10) The reactants are O[O:2][S:3]([O-:5])=O.[K+].[CH3:7][O:8][C:9](=[O:19])[CH2:10][C:11]1[CH:16]=[CH:15][C:14](SC)=[CH:13][CH:12]=1.[CH3:20]O. The catalyst is O. The product is [CH3:7][O:8][C:9](=[O:19])[CH2:10][C:11]1[CH:12]=[CH:13][C:14]([S:3]([CH3:20])(=[O:5])=[O:2])=[CH:15][CH:16]=1. The yield is 1.00.